From a dataset of Orexin1 receptor HTS with 218,158 compounds and 233 confirmed actives. Binary Classification. Given a drug SMILES string, predict its activity (active/inactive) in a high-throughput screening assay against a specified biological target. The compound is [O-][N+](=O)c1c(NC2CCCCC2)nc(nc1N)Nc1ccc(OC)cc1. The result is 0 (inactive).